Task: Predict the reaction yield, written as a fraction of the theoretical maximum amount of product (1.0 means a 100% yield; for example, 0.34 means a 34% yield).. Dataset: Reaction yield outcomes from USPTO patents with 853,638 reactions (1) The yield is 0.870. The reactants are C([O:4][C@@H:5]([CH3:9])[C:6](Cl)=[O:7])(=O)C.C([O:13][CH2:14][CH:15]([NH:21][C:22]([C:24]1[C:29]([I:30])=[C:28]([NH2:31])[C:27]([I:32])=[C:26]([C:33]([NH:35][CH:36]([CH2:42][O:43]C(=O)C)[CH2:37][O:38]C(=O)C)=[O:34])[C:25]=1[I:47])=[O:23])[CH2:16][O:17]C(=O)C)(=O)C.[OH-].[Na+]. The product is [CH3:9][C@H:5]([OH:4])[C:6]([NH:31][C:28]1[C:29]([I:30])=[C:24]([C:22]([NH:21][CH:15]([CH2:16][OH:17])[CH2:14][OH:13])=[O:23])[C:25]([I:47])=[C:26]([C:33]([NH:35][CH:36]([CH2:42][OH:43])[CH2:37][OH:38])=[O:34])[C:27]=1[I:32])=[O:7]. The catalyst is CN(C)C(=O)C. (2) The reactants are [CH3:1][S:2]([O:5][C:6]1[CH:11]=[C:10]([CH:12]=[O:13])[CH:9]=[CH:8][C:7]=1[O:14][CH2:15][CH:16]1[CH2:18][CH2:17]1)(=[O:4])=[O:3].S(=O)(=O)([OH:21])N.Cl([O-])=O.[Na+]. The catalyst is C(O)(=O)C.O. The product is [CH:16]1([CH2:15][O:14][C:7]2[CH:8]=[CH:9][C:10]([C:12]([OH:21])=[O:13])=[CH:11][C:6]=2[O:5][S:2]([CH3:1])(=[O:4])=[O:3])[CH2:17][CH2:18]1. The yield is 0.870. (3) The reactants are Br[CH2:2][CH2:3][C:4]1[C:12]2[C:7](=[CH:8][CH:9]=[C:10]([C:13]([F:16])([F:15])[F:14])[CH:11]=2)[NH:6][C:5]=1[Si:17]([CH2:22][CH3:23])([CH2:20][CH3:21])[CH2:18][CH3:19].[N-:24]=[N+:25]=[N-:26].[Na+]. The catalyst is CN(C=O)C. The product is [N:24]([CH2:2][CH2:3][C:4]1[C:12]2[C:7](=[CH:8][CH:9]=[C:10]([C:13]([F:16])([F:15])[F:14])[CH:11]=2)[NH:6][C:5]=1[Si:17]([CH2:22][CH3:23])([CH2:20][CH3:21])[CH2:18][CH3:19])=[N+:25]=[N-:26]. The yield is 0.990. (4) The reactants are Cl[C:2]1[CH:7]=[C:6]([CH2:8][CH3:9])[N:5]=[C:4]([NH2:10])[N:3]=1.N1C=CC=CC=1.[C:17]1([CH:23]([N:25]2[CH2:29][CH2:28][CH:27]3[CH2:30][NH:31][CH2:32][CH:26]23)[CH3:24])[CH:22]=[CH:21][CH:20]=[CH:19][CH:18]=1. The catalyst is CCO. The product is [CH2:8]([C:6]1[CH:7]=[C:2]([N:31]2[CH2:30][C@@H:27]3[C@@H:26]([N:25]([CH:23]([C:17]4[CH:22]=[CH:21][CH:20]=[CH:19][CH:18]=4)[CH3:24])[CH2:29][CH2:28]3)[CH2:32]2)[N:3]=[C:4]([NH2:10])[N:5]=1)[CH3:9]. The yield is 0.280.